This data is from Experimentally validated miRNA-target interactions with 360,000+ pairs, plus equal number of negative samples. The task is: Binary Classification. Given a miRNA mature sequence and a target amino acid sequence, predict their likelihood of interaction. (1) The miRNA is hsa-miR-130a-3p with sequence CAGUGCAAUGUUAAAAGGGCAU. The protein sequence of the target gene is MVWRTLGASNFSTCPNGSVQWIWDVFGECAQDGWDEASVGLGLVSILCFAASTFPQYIKACKTGNMDQALSLWFLLGWIGGDSCNLIGSFLADQLPLQTYTAVYYVLADLMMLTLYFHYKFKKRPSPLSAPINSVLLFILGTVCITPLLSSTDPVAVPREGFRGRTLLSVEPGNKPFTKKEVIGFVIGSASSLLYLLSRLPQIRTNFIRQSTQGISYSLFALVMLGNTLYGLSVLLKNPEVGQSEGSYLLHHLPWLVGSLGVLLLDTIISIQFLVYRSHETAAASEREPLLPS. Result: 0 (no interaction). (2) The miRNA is hsa-miR-136-3p with sequence CAUCAUCGUCUCAAAUGAGUCU. The protein sequence of the target gene is MSAMEAADVFHRARGRTLDAFSSEKEREWKGPFYFVQGADTQFGLMKAWSTGNCDAGGDEWGQEIRLTEQAVEAINKLNPKPKFFVLCGDLVHAMPGTPWRQEQTRDLQRVLKAVDQDIPLVMVSGNHDLGNAPTAETVEEFCQTWGDDYFSFWVGGVLFLVLNSQFLYDASRCPALKQAQDHWLDQQLNIAEQKQCQHAIVFQHIPLFLQSIDEDDDYFNLTKTVRKELAEKLTRAGIRAVFSGHYHRNAGGTYQNLDMVVSSAIGCQLGKDTHGLRVVAITAEKIVHRYYSLDELSQG.... Result: 0 (no interaction). (3) The miRNA is hsa-miR-19b-2-5p with sequence AGUUUUGCAGGUUUGCAUUUCA. The protein sequence of the target gene is MAASAARGAAALRRSINQPVAFVRRIPWTAASSQLKEHFAQFGHVRRCILPFDKETGFHRGLGWVQFSSEEGLRNALQQENHIIDGVKVQVHTRRPKLPQTSDDEKKDF. Result: 0 (no interaction). (4) The miRNA is hsa-miR-541-5p with sequence AAAGGAUUCUGCUGUCGGUCCCACU. The protein sequence of the target gene is MANDPLEGFHEVNLASPTSPDLLGVCDPGTQEQTTSPSVIYRPHPSTLCAAPLQANALDLSDLPTQPVYSSPRHFNCAEVSNISAHAPDPASSVPSAVASGLTKLTSRKDSCNAEREFLQGATITEASAGNDDIFGLSTDSLSRLRSPSVLEVREKGYERLKEELAKAQREAHKMVREANVKQATAEKQLKEAQGKIDVLQAEVAALKTLVLSSSPTSPTQEPLAAAKTPFKRGHTRNKSTSSAMGGSHQDLSVIQPIVKDCKEADLSLYNEFRSWKDEPTMDRTCPFLDKIYQEDIFPC.... Result: 0 (no interaction). (5) The miRNA is hsa-miR-4794 with sequence UCUGGCUAUCUCACGAGACUGU. The protein sequence of the target gene is MDWKLEGSTQKVESPVLQGQEGILEETGEDGLPEGFQLLQIDAEGECQEGEILATGSTAWCSKNVQRKQRHWEKIVAAKKSKRKQEKERRKANRAENPGICPQHSKRFLRALTKDKLLEAKHSGPRLCIDLSMTHYMSKKELSRLAGQIRRLYGSNKKADRPFWICLTGFTTDSPLYEECVRMNDGFSSYLLDITEEDCFSLFPLETLVYLTPDSEHALEDVDLNKVYILGGLVDESIQKKVTFQKAREYSVKTARLPIQEYMVRNQNGKNYHSEILAINQVFDILSTYLETHNWPEALK.... Result: 1 (interaction). (6) The miRNA is mmu-miR-28b with sequence AGGAGCUCACAAUCUAUUUAG. The protein sequence of the target gene is MKSLKAKFRKSDTNEWNKNDDRLLQAVENGDAEKVASLLGKKGASATKHDSEGKTAFHLAAAKGHVECLKVMVTHGVDVTAQDSSGHSALHVAAKNGHPECIRKLLQYKSPAENIDNSGKTALHYAAAQGCLQAVQLLCEHKSPINLKDLDGNIPLLVAVQNGHSEACHFLLDHGADVNSRDKNGRTALMLACETGSSNTVDALIKKGADLSLVDSLGHNALHYSKLSENAGIQNLLLSKISQDADLKTPTKPKQHDQVSKISSERSGTPKKRKAPPPPISPTQLSDVSSPRSITSTPLS.... Result: 0 (no interaction).